From a dataset of TCR-epitope binding with 47,182 pairs between 192 epitopes and 23,139 TCRs. Binary Classification. Given a T-cell receptor sequence (or CDR3 region) and an epitope sequence, predict whether binding occurs between them. (1) The TCR CDR3 sequence is CASNYLADNTGELFF. The epitope is MPASWVMRI. Result: 1 (the TCR binds to the epitope). (2) The epitope is HTDFSSEIIGY. The TCR CDR3 sequence is CASSVTRGGTNTEAFF. Result: 0 (the TCR does not bind to the epitope). (3) The epitope is TFYLTNDVSFL. The TCR CDR3 sequence is CASSLGTGTNTEAFF. Result: 0 (the TCR does not bind to the epitope). (4) Result: 0 (the TCR does not bind to the epitope). The TCR CDR3 sequence is CASQLGLAGANTGELFF. The epitope is KLVALGINAV. (5) The epitope is VLQAVGACV. The TCR CDR3 sequence is CSVKVGYEQYF. Result: 0 (the TCR does not bind to the epitope).